This data is from Forward reaction prediction with 1.9M reactions from USPTO patents (1976-2016). The task is: Predict the product of the given reaction. (1) The product is: [CH:14]([C:11]1[CH:12]=[CH:13][C:8]([C:6]2[CH:7]=[C:2]([C:26]3[CH:27]=[C:22]([CH:23]=[CH:24][CH:25]=3)[C:17]([O:19][CH2:20][CH3:21])=[O:18])[CH:3]=[N:4][CH:5]=2)=[CH:9][CH:10]=1)([CH3:16])[CH3:15]. Given the reactants Br[C:2]1[CH:3]=[N:4][CH:5]=[C:6]([C:8]2[CH:13]=[CH:12][C:11]([CH:14]([CH3:16])[CH3:15])=[CH:10][CH:9]=2)[CH:7]=1.[C:17]([C:22]1[CH:23]=[C:24](B(O)O)[CH:25]=[CH:26][CH:27]=1)([O:19][CH2:20][CH3:21])=[O:18].C(=O)([O-])[O-].[Na+].[Na+], predict the reaction product. (2) The product is: [Br:1][C:2]1[CH:3]=[C:4]([C:8]([NH:10][CH:11]2[CH2:16][CH2:15][N:14]([C:17]3[CH:18]=[C:19]([CH:24]=[C:25]([Cl:27])[N:26]=3)[C:20]([OH:22])=[O:21])[CH2:13][CH2:12]2)=[O:9])[NH:5][C:6]=1[CH3:7]. Given the reactants [Br:1][C:2]1[CH:3]=[C:4]([C:8]([NH:10][CH:11]2[CH2:16][CH2:15][N:14]([C:17]3[CH:18]=[C:19]([CH:24]=[C:25]([Cl:27])[N:26]=3)[C:20]([O:22]C)=[O:21])[CH2:13][CH2:12]2)=[O:9])[NH:5][C:6]=1[CH3:7].[OH-].[Li+].Cl, predict the reaction product. (3) Given the reactants [CH2:1]([C:3]1[CH:4]=[C:5]([CH:8]=[C:9]([CH3:12])[C:10]=1[OH:11])[C:6]#[N:7])[CH3:2].C([O-])([O-])=O.[K+].[K+].[CH2:19](Br)[C:20]1[CH:25]=[CH:24][CH:23]=[CH:22][CH:21]=1.O, predict the reaction product. The product is: [CH2:19]([O:11][C:10]1[C:9]([CH3:12])=[CH:8][C:5]([C:6]#[N:7])=[CH:4][C:3]=1[CH2:1][CH3:2])[C:20]1[CH:25]=[CH:24][CH:23]=[CH:22][CH:21]=1. (4) Given the reactants [CH3:1][Si:2]([CH3:49])([CH3:48])[CH2:3][CH2:4][O:5][CH2:6][N:7]([CH2:40][O:41][CH2:42][CH2:43][Si:44]([CH3:47])([CH3:46])[CH3:45])[C:8]1[N:13]2[N:14]=[CH:15][C:16]([C:17]3[CH:18]=[N:19][C:20]([C:23]4[CH:28]=[CH:27][CH:26]=[CH:25][CH:24]=4)=[CH:21][CH:22]=3)=[C:12]2[N:11]=[C:10]([C:29]2[CH:38]=[CH:37][C:32]([C:33]([O:35][CH3:36])=[O:34])=[CH:31][CH:30]=2)[C:9]=1Br.[CH2:50]([O:52][C:53]([Sn](CCCC)(CCCC)CCCC)=[CH2:54])[CH3:51], predict the reaction product. The product is: [CH3:1][Si:2]([CH3:49])([CH3:48])[CH2:3][CH2:4][O:5][CH2:6][N:7]([CH2:40][O:41][CH2:42][CH2:43][Si:44]([CH3:47])([CH3:46])[CH3:45])[C:8]1[N:13]2[N:14]=[CH:15][C:16]([C:17]3[CH:18]=[N:19][C:20]([C:23]4[CH:28]=[CH:27][CH:26]=[CH:25][CH:24]=4)=[CH:21][CH:22]=3)=[C:12]2[N:11]=[C:10]([C:29]2[CH:38]=[CH:37][C:32]([C:33]([O:35][CH3:36])=[O:34])=[CH:31][CH:30]=2)[C:9]=1[C:50]([O:52][CH2:53][CH3:54])=[CH2:51]. (5) The product is: [F:29][CH:28]([F:30])[C:23]1[C:24]([O:26][CH3:27])=[CH:25][C:20]([B:10]2[O:11][C:12]([CH3:17])([CH3:18])[C:13]([CH3:15])([CH3:16])[O:14]2)=[C:21]([O:31][CH3:32])[CH:22]=1. Given the reactants [B:10]1([B:10]2[O:14][C:13]([CH3:16])([CH3:15])[C:12]([CH3:18])([CH3:17])[O:11]2)[O:14][C:13]([CH3:16])([CH3:15])[C:12]([CH3:18])([CH3:17])[O:11]1.Br[C:20]1[CH:25]=[C:24]([O:26][CH3:27])[C:23]([CH:28]([F:30])[F:29])=[CH:22][C:21]=1[O:31][CH3:32].C([O-])(=O)C.[K+], predict the reaction product. (6) The product is: [CH2:1]([N:3]([CH2:20][CH3:21])[CH2:4][CH2:5][N:6]1[CH2:12][CH2:11][CH2:10][C:9]2[NH:13][C:14](/[CH:17]=[C:31]3\[C:23](=[O:22])[NH:24][C:25]4[C:30]\3=[CH:29][C:28]([NH:32][C:33](=[O:35])[CH3:34])=[CH:27][CH:26]=4)=[C:15]([CH3:16])[C:8]=2[C:7]1=[O:19])[CH3:2]. Given the reactants [CH2:1]([N:3]([CH2:20][CH3:21])[CH2:4][CH2:5][N:6]1[CH2:12][CH2:11][CH2:10][C:9]2[NH:13][C:14]([CH:17]=O)=[C:15]([CH3:16])[C:8]=2[C:7]1=[O:19])[CH3:2].[O:22]=[C:23]1[CH2:31][C:30]2[C:25](=[CH:26][CH:27]=[C:28]([NH:32][C:33](=[O:35])[CH3:34])[CH:29]=2)[NH:24]1, predict the reaction product. (7) Given the reactants [CH3:1][C:2]1([CH3:17])[C:6]([CH3:8])([CH3:7])[O:5][B:4]([C:9]2[S:13][C:12]([C:14]([OH:16])=O)=[CH:11][CH:10]=2)[O:3]1.C1C=CC2N(O)N=NC=2C=1.C(Cl)CCl.[CH3:32][O:33][C:34]1[CH:35]=[C:36]([CH:39]=[CH:40][CH:41]=1)[CH2:37][NH2:38], predict the reaction product. The product is: [CH3:32][O:33][C:34]1[CH:35]=[C:36]([CH:39]=[CH:40][CH:41]=1)[CH2:37][NH:38][C:14]([C:12]1[S:13][C:9]([B:4]2[O:5][C:6]([CH3:7])([CH3:8])[C:2]([CH3:1])([CH3:17])[O:3]2)=[CH:10][CH:11]=1)=[O:16]. (8) Given the reactants [C:1]([O-])(=O)[CH2:2]C.C(C(CCCC)COC(=O)C[CH2:13][C:14]1[CH:19]=[C:18]([N:20]2[N:24]=[C:23]3[CH:25]=[CH:26][C:27](Cl)=[CH:28][C:22]3=[N:21]2)[C:17]([OH:30])=[C:16]([C:31](C)(C)C)[CH:15]=1)C, predict the reaction product. The product is: [CH3:13][C:14]1[CH:19]=[C:18]([N:20]2[N:21]=[C:22]3[C:23]([CH:25]=[CH:26][CH:27]=[CH:28]3)=[N:24]2)[C:17]([OH:30])=[C:16]([CH2:31][CH:1]=[CH2:2])[CH:15]=1. (9) Given the reactants [OH:1][C@@H:2]1[C@H:6]([C@H:7]([OH:14])/[CH:8]=[CH:9]/[C:10]([CH3:13])([CH3:12])[CH3:11])[O:5][C:4](=[O:15])[C@@H:3]1[O:16][CH3:17].Cl.[NH2:19][C@@H:20]1[C:26](=[O:27])[N:25]([CH2:28][CH3:29])[C:24]2[CH:30]=[CH:31][CH:32]=[CH:33][C:23]=2[O:22][CH2:21]1.C(C(CCCC)C([O-])=O)C.[Na+], predict the reaction product. The product is: [CH2:28]([N:25]1[C:24]2[CH:30]=[CH:31][CH:32]=[CH:33][C:23]=2[O:22][CH2:21][C@H:20]([NH:19][C:4](=[O:15])[C@H:3]([O:16][CH3:17])[C@H:2]([OH:1])[C@@H:6]([OH:5])[C@H:7]([OH:14])/[CH:8]=[CH:9]/[C:10]([CH3:13])([CH3:12])[CH3:11])[C:26]1=[O:27])[CH3:29]. (10) Given the reactants CO[C:3](=[O:12])[CH2:4][C:5]1([CH2:8][C:9](=[O:11])[CH3:10])[CH2:7][CH2:6]1.C[O-].[Na+], predict the reaction product. The product is: [CH2:6]1[C:5]2([CH2:4][C:3](=[O:12])[CH2:10][C:9](=[O:11])[CH2:8]2)[CH2:7]1.